This data is from Catalyst prediction with 721,799 reactions and 888 catalyst types from USPTO. The task is: Predict which catalyst facilitates the given reaction. (1) Reactant: [OH-].[K+].[CH2:3]([SH:5])[CH3:4].[CH3:6][O:7][C:8](=[O:26])[CH:9](Cl)[CH2:10][C:11]1[CH:16]=[CH:15][C:14]([O:17][CH2:18][C:19]2[CH:24]=[CH:23][CH:22]=[CH:21][CH:20]=2)=[CH:13][CH:12]=1.C(OCC)C. Product: [CH3:6][O:7][C:8](=[O:26])[CH:9]([S:5][CH2:3][CH3:4])[CH2:10][C:11]1[CH:16]=[CH:15][C:14]([O:17][CH2:18][C:19]2[CH:24]=[CH:23][CH:22]=[CH:21][CH:20]=2)=[CH:13][CH:12]=1. The catalyst class is: 5. (2) Reactant: Br[C:2]1[CH:7]=[CH:6][N:5]=[C:4]([C:8]([NH:10][C:11]2[CH:16]=[CH:15][CH:14]=[C:13]([C:17]3[N:21]([CH:22]4[CH2:24][CH2:23]4)[CH:20]=[N:19][N:18]=3)[CH:12]=2)=[O:9])[CH:3]=1.[N:25]1[CH:30]=[CH:29][CH:28]=[C:27](B(O)O)[CH:26]=1.C(=O)([O-])[O-].[K+].[K+]. Product: [CH:22]1([N:21]2[CH:20]=[N:19][N:18]=[C:17]2[C:13]2[CH:12]=[C:11]([NH:10][C:8]([C:4]3[CH:3]=[C:2]([C:27]4[CH:26]=[N:25][CH:30]=[CH:29][CH:28]=4)[CH:7]=[CH:6][N:5]=3)=[O:9])[CH:16]=[CH:15][CH:14]=2)[CH2:24][CH2:23]1. The catalyst class is: 11. (3) The catalyst class is: 23. Reactant: [CH3:1][C:2]1[S:3][C:4]([C:8]2[CH:13]=[CH:12][N:11]=[C:10]([NH:14][C:15]3[CH:16]=[C:17]([CH2:21][OH:22])[CH:18]=[CH:19][CH:20]=3)[N:9]=2)=[C:5]([CH3:7])[N:6]=1.Cl[CH2:24][CH2:25][N:26]1[CH2:31][CH2:30][O:29][CH2:28][CH2:27]1. Product: [CH3:1][C:2]1[S:3][C:4]([C:8]2[CH:13]=[CH:12][N:11]=[C:10]([NH:14][C:15]3[CH:20]=[CH:19][CH:18]=[C:17]([CH2:21][O:22][CH2:24][CH2:25][N:26]4[CH2:31][CH2:30][O:29][CH2:28][CH2:27]4)[CH:16]=3)[N:9]=2)=[C:5]([CH3:7])[N:6]=1. (4) Reactant: Cl[C:2]1[C:11]([F:12])=[C:10]([Cl:13])[C:9]2[C:4](=[CH:5][CH:6]=[C:7]([O:14][CH3:15])[CH:8]=2)[N:3]=1.[CH3:16][O-:17].[Na+]. Product: [Cl:13][C:10]1[C:9]2[C:4](=[CH:5][CH:6]=[C:7]([O:14][CH3:15])[CH:8]=2)[N:3]=[C:2]([O:17][CH3:16])[C:11]=1[F:12]. The catalyst class is: 5. (5) Reactant: [CH3:1][O:2][C:3]1[N:8]=[C:7]2[CH:9]=[C:10]([C:12]([OH:14])=[O:13])[NH:11][C:6]2=[CH:5][CH:4]=1.CO.[CH3:17][Si](C=[N+]=[N-])(C)C. Product: [CH3:1][O:2][C:3]1[N:8]=[C:7]2[CH:9]=[C:10]([C:12]([O:14][CH3:17])=[O:13])[NH:11][C:6]2=[CH:5][CH:4]=1. The catalyst class is: 1.